From a dataset of Forward reaction prediction with 1.9M reactions from USPTO patents (1976-2016). Predict the product of the given reaction. (1) Given the reactants O=[C:2]1[CH2:7][CH2:6][CH:5]([N:8]2[CH:13]=[C:12]([Cl:14])[CH:11]=[CH:10][C:9]2=[O:15])[CH2:4][CH2:3]1.[NH:16]1[CH2:19][CH:18]([NH:20][C:21]([CH2:23][NH:24][C:25](=[O:36])[C:26]2[CH:31]=[CH:30][CH:29]=[C:28]([C:32]([F:35])([F:34])[F:33])[CH:27]=2)=[O:22])[CH2:17]1, predict the reaction product. The product is: [O:15]=[C:9]1[CH:10]=[CH:11][C:12]([Cl:14])=[CH:13][N:8]1[CH:5]1[CH2:6][CH2:7][CH:2]([N:16]2[CH2:19][CH:18]([NH:20][C:21]([CH2:23][NH:24][C:25](=[O:36])[C:26]3[CH:31]=[CH:30][CH:29]=[C:28]([C:32]([F:35])([F:33])[F:34])[CH:27]=3)=[O:22])[CH2:17]2)[CH2:3][CH2:4]1. (2) Given the reactants Cl[C:2]1[C:7]([Cl:8])=[CH:6][C:5]([N+:9]([O-:11])=[O:10])=[CH:4][N:3]=1.Cl.[NH2:13][CH2:14][C:15]1[CH:24]=[CH:23][C:18]([C:19]([O:21][CH3:22])=[O:20])=[CH:17][CH:16]=1.CCN(C(C)C)C(C)C, predict the reaction product. The product is: [Cl:8][C:7]1[C:2]([NH:13][CH2:14][C:15]2[CH:16]=[CH:17][C:18]([C:19]([O:21][CH3:22])=[O:20])=[CH:23][CH:24]=2)=[N:3][CH:4]=[C:5]([N+:9]([O-:11])=[O:10])[CH:6]=1.